Dataset: Forward reaction prediction with 1.9M reactions from USPTO patents (1976-2016). Task: Predict the product of the given reaction. (1) Given the reactants [CH3:1][C:2]([CH3:23])([O:4][C:5]([NH:7][C@@H:8]([C:12]12[CH2:21][CH:16]3[CH2:17][CH:18]([CH2:20][C:14]([OH:22])([CH2:15]3)[CH2:13]1)[CH2:19]2)[C:9]([OH:11])=O)=[O:6])[CH3:3].[C@H:24]12[CH2:29][C@H:28]1[CH2:27][C@@H:26]([C:30]([NH2:32])=[O:31])[NH:25]2.CS(O)(=O)=O.Cl.ON1C2C=CC=CC=2N=N1, predict the reaction product. The product is: [NH2:32][C:30]([C@@H:26]1[CH2:27][C@H:28]2[C@H:24]([CH2:29]2)[N:25]1[C:9](=[O:11])[C@H:8]([C:12]12[CH2:21][CH:16]3[CH2:17][CH:18]([CH2:20][C:14]([OH:22])([CH2:15]3)[CH2:13]1)[CH2:19]2)[NH:7][C:5]([O:4][C:2]([CH3:1])([CH3:3])[CH3:23])=[O:6])=[O:31]. (2) Given the reactants [CH2:1]1[C:9]2[C:4](=[CH:5][CH:6]=[CH:7][CH:8]=2)[CH2:3][CH:2]1[C:10]([O:12][CH2:13][CH3:14])=[O:11].[CH2:15](Br)[CH:16]=[CH2:17], predict the reaction product. The product is: [CH2:17]([C:2]1([C:10]([O:12][CH2:13][CH3:14])=[O:11])[CH2:1][C:9]2[C:4](=[CH:5][CH:6]=[CH:7][CH:8]=2)[CH2:3]1)[CH:16]=[CH2:15]. (3) Given the reactants Cl[C:2]1[CH:3]=[C:4]2[N:11]([CH3:12])[CH2:10][CH2:9][N:5]2[C:6](=[O:8])[N:7]=1.[F:13][C:14]1[CH:15]=[C:16]([CH2:31][OH:32])[CH:17]=[CH:18][C:19]=1[O:20][C:21]1[CH:22]=[N:23][C:24]([C:27]([F:30])([F:29])[F:28])=[CH:25][CH:26]=1, predict the reaction product. The product is: [F:13][C:14]1[CH:15]=[C:16]([CH:17]=[CH:18][C:19]=1[O:20][C:21]1[CH:22]=[N:23][C:24]([C:27]([F:30])([F:28])[F:29])=[CH:25][CH:26]=1)[CH2:31][O:32][C:2]1[CH:3]=[C:4]2[N:11]([CH3:12])[CH2:10][CH2:9][N:5]2[C:6](=[O:8])[N:7]=1.